The task is: Regression. Given a peptide amino acid sequence and an MHC pseudo amino acid sequence, predict their binding affinity value. This is MHC class II binding data.. This data is from Peptide-MHC class II binding affinity with 134,281 pairs from IEDB. (1) The peptide sequence is YDKFLANVSTDLTGK. The MHC is DRB1_0401 with pseudo-sequence DRB1_0401. The binding affinity (normalized) is 0.549. (2) The peptide sequence is IAIAFLSVSNNYEYI. The MHC is DRB1_1501 with pseudo-sequence DRB1_1501. The binding affinity (normalized) is 0.645. (3) The peptide sequence is SPILRFLYANVGEEA. The MHC is DRB1_0405 with pseudo-sequence DRB1_0405. The binding affinity (normalized) is 0.786. (4) The peptide sequence is SPEVIPMFSALSEGAT. The MHC is DRB4_0101 with pseudo-sequence DRB4_0103. The binding affinity (normalized) is 0.624. (5) The peptide sequence is EKKMFAATQFEPLAA. The MHC is HLA-DPA10201-DPB10101 with pseudo-sequence HLA-DPA10201-DPB10101. The binding affinity (normalized) is 0.781. (6) The peptide sequence is KAYQQGVTVDSI. The MHC is DRB1_0401 with pseudo-sequence DRB1_0401. The binding affinity (normalized) is 0.604. (7) The peptide sequence is KELKGAYVYFASDAS. The MHC is DRB1_0701 with pseudo-sequence DRB1_0701. The binding affinity (normalized) is 0.523.